This data is from Reaction yield outcomes from USPTO patents with 853,638 reactions. The task is: Predict the reaction yield, written as a fraction of the theoretical maximum amount of product (1.0 means a 100% yield; for example, 0.34 means a 34% yield). (1) The reactants are Br[C:2]1[C:7]2[S:8][C:9]([C:11]3[C:18]([Cl:19])=[CH:17][C:14]([C:15]#[N:16])=[CH:13][C:12]=3[Cl:20])=[N:10][C:6]=2[CH:5]=[CH:4][N:3]=1.[CH2:21]([C:23]1[N:28]=[CH:27][N:26]=[C:25]([NH2:29])[CH:24]=1)[CH3:22].CC1(C)C2C(=C(P(C3C=CC=CC=3)C3C=CC=CC=3)C=CC=2)OC2C(P(C3C=CC=CC=3)C3C=CC=CC=3)=CC=CC1=2.C(=O)([O-])[O-].[Cs+].[Cs+]. The catalyst is O1CCOCC1.C1C=CC(/C=C/C(/C=C/C2C=CC=CC=2)=O)=CC=1.C1C=CC(/C=C/C(/C=C/C2C=CC=CC=2)=O)=CC=1.C1C=CC(/C=C/C(/C=C/C2C=CC=CC=2)=O)=CC=1.[Pd].[Pd]. The product is [Cl:20][C:12]1[CH:13]=[C:14]([CH:17]=[C:18]([Cl:19])[C:11]=1[C:9]1[S:8][C:7]2[C:2]([NH:29][C:25]3[CH:24]=[C:23]([CH2:21][CH3:22])[N:28]=[CH:27][N:26]=3)=[N:3][CH:4]=[CH:5][C:6]=2[N:10]=1)[C:15]#[N:16]. The yield is 0.280. (2) The reactants are Br[C:2]1[CH:17]=[CH:16][C:5]([O:6][CH2:7][CH2:8][CH2:9][N:10]2[CH2:14][CH2:13][CH2:12][C@H:11]2[CH3:15])=[C:4]([F:18])[CH:3]=1.[N:19]1([C:25]([C:27]2[CH:28]=[N:29][NH:30][CH:31]=2)=[O:26])[CH2:24][CH2:23][O:22][CH2:21][CH2:20]1.C(=O)([O-])[O-].[Cs+].[Cs+].CN[C@@H]1CCCC[C@H]1NC. The catalyst is CN(C)C=O.[Cu](I)I. The product is [F:18][C:4]1[CH:3]=[C:2]([N:29]2[CH:28]=[C:27]([C:25]([N:19]3[CH2:20][CH2:21][O:22][CH2:23][CH2:24]3)=[O:26])[CH:31]=[N:30]2)[CH:17]=[CH:16][C:5]=1[O:6][CH2:7][CH2:8][CH2:9][N:10]1[CH2:14][CH2:13][CH2:12][C@H:11]1[CH3:15]. The yield is 0.360. (3) The reactants are [CH2:1]([O:3][C:4]1[CH:5]=[C:6]([CH:9]=[C:10]([O:14][CH3:15])[C:11]=1[O:12][CH3:13])[CH:7]=O)[CH3:2].[ClH:16].CO.C(O[CH:22](OCC)[CH2:23][NH:24][CH2:25][C:26]1[CH:31]=[CH:30][CH:29]=[C:28]([O:32][CH2:33][CH3:34])[C:27]=1[OH:35])C. The catalyst is CCO. The product is [ClH:16].[CH2:1]([O:3][C:4]1[CH:5]=[C:6]([CH:9]=[C:10]([O:14][CH3:15])[C:11]=1[O:12][CH3:13])[CH2:7][C:22]1[C:31]2[C:26](=[C:27]([OH:35])[C:28]([O:32][CH2:33][CH3:34])=[CH:29][CH:30]=2)[CH:25]=[N:24][CH:23]=1)[CH3:2]. The yield is 0.240. (4) The reactants are [C:1]([C:5]1[CH:6]=[C:7]([N:18]2[C:22](=[O:23])[CH:21]=[C:20]([C:24]3[C:33]4[C:28](=[CH:29][CH:30]=[CH:31][CH:32]=4)[C:27]([O:34][CH2:35][CH2:36][N:37]4[CH2:42][CH2:41][O:40][CH2:39][CH2:38]4)=[CH:26][CH:25]=3)[C:19]2=[O:43])[C:8]([O:16][CH3:17])=[C:9]([NH:11][S:12]([CH3:15])(=[O:14])=[O:13])[CH:10]=1)([CH3:4])([CH3:3])[CH3:2]. The catalyst is [Pd].C(O)C. The product is [C:1]([C:5]1[CH:6]=[C:7]([N:18]2[C:22](=[O:23])[CH2:21][CH:20]([C:24]3[C:33]4[C:28](=[CH:29][CH:30]=[CH:31][CH:32]=4)[C:27]([O:34][CH2:35][CH2:36][N:37]4[CH2:38][CH2:39][O:40][CH2:41][CH2:42]4)=[CH:26][CH:25]=3)[C:19]2=[O:43])[C:8]([O:16][CH3:17])=[C:9]([NH:11][S:12]([CH3:15])(=[O:13])=[O:14])[CH:10]=1)([CH3:4])([CH3:2])[CH3:3]. The yield is 1.00. (5) The reactants are [NH2:1][C:2]1[CH:7]=[C:6]([N+:8]([O-:10])=[O:9])[CH:5]=[CH:4][C:3]=1[OH:11].CCO[C:15]([S-])=[S:16].[K+].Cl. The catalyst is N1C=CC=CC=1. The product is [N+:8]([C:6]1[CH:5]=[CH:4][C:3]2[O:11][C:15](=[S:16])[NH:1][C:2]=2[CH:7]=1)([O-:10])=[O:9]. The yield is 0.790. (6) The product is [CH:10]1[C:22]2[CH:21]([CH2:23][O:24][C:25]([NH:2][CH2:3][C:4]([CH3:9])([CH3:8])[C:5]([OH:7])=[O:6])=[O:26])[C:20]3[C:15](=[CH:16][CH:17]=[CH:18][CH:19]=3)[C:14]=2[CH:13]=[CH:12][CH:11]=1. The catalyst is C([O-])([O-])=O.[Na+].[Na+].COCCOC. The reactants are Cl.[NH2:2][CH2:3][C:4]([CH3:9])([CH3:8])[C:5]([OH:7])=[O:6].[CH:10]1[C:22]2[CH:21]([CH2:23][O:24][C:25](ON3C(=O)CCC3=O)=[O:26])[C:20]3[C:15](=[CH:16][CH:17]=[CH:18][CH:19]=3)[C:14]=2[CH:13]=[CH:12][CH:11]=1. The yield is 0.980. (7) The reactants are [O:1]=[C:2]1[C:7]([CH2:8][C:9]2[CH:14]=[CH:13][C:12]([C:15]3[C:16]([C:21]#[N:22])=[CH:17][CH:18]=[CH:19][CH:20]=3)=[CH:11][CH:10]=2)=[C:6]([CH2:23][CH2:24][CH3:25])[N:5]2[N:26]=[CH:27][N:28]=[C:4]2[NH:3]1.[C:29]([O:32][CH2:33][C:34]([CH3:46])([CH3:45])[O:35][C:36]1[CH:41]=[CH:40][C:39](B(O)O)=[CH:38][CH:37]=1)(=[O:31])[CH3:30].N1C=CC=CC=1.C(N(CC)CC)C. The catalyst is C([O-])(=O)C.[Cu+2].C([O-])(=O)C.C(OCC)(=O)C.O1CCCC1. The product is [C:29]([O:32][CH2:33][C:34]([O:35][C:36]1[CH:37]=[CH:38][C:39]([N:3]2[C:2](=[O:1])[C:7]([CH2:8][C:9]3[CH:10]=[CH:11][C:12]([C:15]4[CH:20]=[CH:19][CH:18]=[CH:17][C:16]=4[C:21]#[N:22])=[CH:13][CH:14]=3)=[C:6]([CH2:23][CH2:24][CH3:25])[N:5]3[N:26]=[CH:27][N:28]=[C:4]23)=[CH:40][CH:41]=1)([CH3:46])[CH3:45])(=[O:31])[CH3:30]. The yield is 0.800. (8) The reactants are C(Cl)(=O)C(Cl)=O.CS(C)=O.[Cl:11][C:12]1[N:13]=[C:14]([CH2:21][OH:22])[CH:15]=[C:16]2[CH:20]=[CH:19][O:18][C:17]=12.C(=O)=O.CC(C)=O. The catalyst is C(Cl)Cl. The product is [Cl:11][C:12]1[N:13]=[C:14]([CH:21]=[O:22])[CH:15]=[C:16]2[CH:20]=[CH:19][O:18][C:17]=12. The yield is 0.970. (9) The product is [NH2:8][C:7]1[CH2:6][CH2:5][CH2:4][CH2:3][C:2]=1[C:1]#[N:9]. The yield is 0.750. The catalyst is O. The reactants are [C:1](#[N:9])[CH2:2][CH2:3][CH2:4][CH2:5][CH2:6][C:7]#[N:8].CC([O-])(C)C.[K+].